Dataset: Reaction yield outcomes from USPTO patents with 853,638 reactions. Task: Predict the reaction yield, written as a fraction of the theoretical maximum amount of product (1.0 means a 100% yield; for example, 0.34 means a 34% yield). (1) The reactants are [CH3:1][O:2][C:3]1[CH:9]=[CH:8][CH:7]=[C:6]([CH3:10])[C:4]=1[NH2:5].[Br:11]Br. The catalyst is CO.C(O)(=O)C. The product is [Br:11][C:8]1[CH:7]=[C:6]([CH3:10])[C:4]([NH2:5])=[C:3]([O:2][CH3:1])[CH:9]=1. The yield is 0.910. (2) The reactants are [CH2:1]([O:3][C:4]1[CH:5]=[C:6]([C:13]2[O:17][N:16]=[C:15]([C:18]3[CH:19]=[CH:20][C:21]4[O:25][C:24](C=O)=[CH:23][C:22]=4[CH:28]=3)[N:14]=2)[CH:7]=[CH:8][C:9]=1[O:10][CH2:11][CH3:12])[CH3:2].C[CH2:30][N:31]([CH:35](C)C)[CH:32]([CH3:34])C.[BH-]([O:47][C:48](C)=[O:49])(OC(C)=O)OC(C)=O.[Na+].[CH3:52]C(O)=O. The catalyst is ClCCCl.CO.CCOC(C)=O. The product is [CH2:1]([O:3][C:4]1[CH:5]=[C:6]([C:13]2[O:17][N:16]=[C:15]([C:18]3[CH:19]=[CH:20][C:21]4[O:25][C:24]([CH2:35][N:31]5[CH2:30][CH:34]([C:48]([O:47][CH3:52])=[O:49])[CH2:32]5)=[CH:23][C:22]=4[CH:28]=3)[N:14]=2)[CH:7]=[CH:8][C:9]=1[O:10][CH2:11][CH3:12])[CH3:2]. The yield is 0.680. (3) The catalyst is O. The product is [C:12]([O:11][C:9](=[O:10])[NH:37][C:17]([CH3:36])([CH3:16])[CH2:18][C:19]1[C:27]2[C:22](=[C:23]([O:28][CH2:29][C:30]3[CH:35]=[CH:34][CH:33]=[CH:32][CH:31]=3)[CH:24]=[CH:25][CH:26]=2)[NH:21][CH:20]=1)([CH3:13])([CH3:14])[CH3:15]. The yield is 0.700. The reactants are [C:9](O[C:9]([O:11][C:12]([CH3:15])([CH3:14])[CH3:13])=[O:10])([O:11][C:12]([CH3:15])([CH3:14])[CH3:13])=[O:10].[CH3:16][C:17]([NH2:37])([CH3:36])[CH2:18][C:19]1[C:27]2[C:22](=[C:23]([O:28][CH2:29][C:30]3[CH:35]=[CH:34][CH:33]=[CH:32][CH:31]=3)[CH:24]=[CH:25][CH:26]=2)[NH:21][CH:20]=1.C(N(CC)CC)C.C(Cl)Cl.